This data is from Full USPTO retrosynthesis dataset with 1.9M reactions from patents (1976-2016). The task is: Predict the reactants needed to synthesize the given product. (1) The reactants are: [OH:1][CH:2]([CH3:22])[CH:3]([N:5]1[C:13]2[C:8](=[CH:9][CH:10]=[CH:11][CH:12]=2)[C:7]([C:14]([O:16][C:17]([CH3:20])([CH3:19])[CH3:18])=[O:15])=[C:6]1[CH3:21])[CH3:4].[H-].[Na+].I[CH3:26]. Given the product [CH3:26][O:1][CH:2]([CH3:22])[CH:3]([N:5]1[C:13]2[C:8](=[CH:9][CH:10]=[CH:11][CH:12]=2)[C:7]([C:14]([O:16][C:17]([CH3:20])([CH3:19])[CH3:18])=[O:15])=[C:6]1[CH3:21])[CH3:4], predict the reactants needed to synthesize it. (2) Given the product [ClH:12].[CH3:2][C:1]1[CH:4]=[C:5]([CH3:6])[NH:11][C:9](=[O:10])[N:8]=1, predict the reactants needed to synthesize it. The reactants are: [C:1]([CH2:4][C:5](=O)[CH3:6])(=O)[CH3:2].[NH2:8][C:9]([NH2:11])=[O:10].[ClH:12]. (3) The reactants are: [N:1]1[CH:6]=[CH:5][C:4]([C:7]2[S:11][C:10]([C:12]([OH:14])=O)=[CH:9][CH:8]=2)=[CH:3][CH:2]=1.[F:15][C:16]([F:27])([F:26])[O:17][C:18]1[CH:23]=[CH:22][C:21]([CH2:24][NH2:25])=[CH:20][CH:19]=1. Given the product [F:15][C:16]([F:26])([F:27])[O:17][C:18]1[CH:23]=[CH:22][C:21]([CH2:24][NH:25][C:12]([C:10]2[S:11][C:7]([C:4]3[CH:3]=[CH:2][N:1]=[CH:6][CH:5]=3)=[CH:8][CH:9]=2)=[O:14])=[CH:20][CH:19]=1, predict the reactants needed to synthesize it. (4) Given the product [CH2:24]([NH:27][C:9]1[N:8]=[C:7]([NH:23][CH2:21][CH3:22])[C:6]2[C:11](=[CH:12][CH:13]=[C:4]([N+:1]([O-:3])=[O:2])[CH:5]=2)[N:10]=1)[CH:25]=[CH2:26], predict the reactants needed to synthesize it. The reactants are: [N+:1]([C:4]1[CH:5]=[C:6]2[C:11](=[CH:12][CH:13]=1)[NH:10][C:9](=O)[NH:8][C:7]2=O)([O-:3])=[O:2].P(Cl)(Cl)(Cl)=O.[CH2:21]([NH2:23])[CH3:22].[CH2:24]([NH2:27])[CH:25]=[CH2:26]. (5) Given the product [C:75]([O:74][C:72]([N:70]([C:63]1[CH:62]=[C:61]([CH:66]=[CH:65][C:64]=1[N+:67]([O-:69])=[O:68])[O:60][C:59]1[CH:79]=[CH:80][C:56]([CH2:55][NH:54][C:51]([C:4]2[CH:3]=[C:2]([CH3:1])[C:10]3[N:9]=[C:8]([CH2:11][CH2:12][CH3:13])[N:7]([CH2:14][C:15]4[CH:16]=[CH:17][C:18]([C:21]5[CH:26]=[CH:25][CH:24]=[CH:23][C:22]=5[C:27]5[NH:31][N:30]=[N:29][N:28]=5)=[CH:19][CH:20]=4)[C:6]=3[CH:5]=2)=[O:53])=[CH:57][CH:58]=1)[CH3:71])=[O:73])([CH3:78])([CH3:76])[CH3:77], predict the reactants needed to synthesize it. The reactants are: [CH3:1][C:2]1[C:10]2[N:9]=[C:8]([CH2:11][CH2:12][CH3:13])[N:7]([CH2:14][C:15]3[CH:20]=[CH:19][C:18]([C:21]4[CH:26]=[CH:25][CH:24]=[CH:23][C:22]=4[C:27]4[N:31](C(C5C=CC=CC=5)(C5C=CC=CC=5)C5C=CC=CC=5)[N:30]=[N:29][N:28]=4)=[CH:17][CH:16]=3)[C:6]=2[CH:5]=[C:4]([C:51]([OH:53])=O)[CH:3]=1.[NH2:54][CH2:55][C:56]1[CH:80]=[CH:79][C:59]([O:60][C:61]2[CH:66]=[CH:65][C:64]([N+:67]([O-:69])=[O:68])=[C:63]([N:70]([C:72]([O:74][C:75]([CH3:78])([CH3:77])[CH3:76])=[O:73])[CH3:71])[CH:62]=2)=[CH:58][CH:57]=1.O1CCCC1.C(P(=O)(OCC)OCC)#N. (6) Given the product [CH2:1]([N:8]1[C:16]2[C:11](=[CH:12][C:13]([C:17]3[CH:18]=[C:19]([C:27]([F:28])([F:29])[F:30])[CH:20]=[C:21]([C:23]([F:26])([F:24])[F:25])[CH:22]=3)=[CH:14][CH:15]=2)[C:10]([C:31](=[O:37])[C:32]([OH:34])=[O:33])=[CH:9]1)[C:2]1[CH:3]=[CH:4][CH:5]=[CH:6][CH:7]=1, predict the reactants needed to synthesize it. The reactants are: [CH2:1]([N:8]1[C:16]2[C:11](=[CH:12][C:13]([C:17]3[CH:22]=[C:21]([C:23]([F:26])([F:25])[F:24])[CH:20]=[C:19]([C:27]([F:30])([F:29])[F:28])[CH:18]=3)=[CH:14][CH:15]=2)[C:10]([C:31](=[O:37])[C:32]([O:34]CC)=[O:33])=[CH:9]1)[C:2]1[CH:7]=[CH:6][CH:5]=[CH:4][CH:3]=1.[OH-].[K+]. (7) Given the product [CH3:27][C:25]1[N:1]=[C:2]2[S:6][C:5]3[CH2:7][CH2:8][CH2:9][CH2:10][C:4]=3[C:3]2=[C:11]([C:13]2[CH:18]=[CH:17][C:16]([CH3:19])=[CH:15][C:14]=2[O:20][CH3:21])[C:24]=1[CH2:23][C:22]([O:29][CH3:30])=[O:28], predict the reactants needed to synthesize it. The reactants are: [NH2:1][C:2]1[S:6][C:5]2[CH2:7][CH2:8][CH2:9][CH2:10][C:4]=2[C:3]=1[C:11]([C:13]1[CH:18]=[CH:17][C:16]([CH3:19])=[CH:15][C:14]=1[O:20][CH3:21])=O.[C:22]([O:29][CH3:30])(=[O:28])[CH2:23][CH2:24][C:25]([CH3:27])=O.Cl[Si](C)(C)C.